Dataset: Full USPTO retrosynthesis dataset with 1.9M reactions from patents (1976-2016). Task: Predict the reactants needed to synthesize the given product. (1) The reactants are: [C:1]([N:4]1[CH2:8][CH2:7][C:6]2([C:16]3[C:11](=[CH:12][CH:13]=[C:14]([OH:17])[CH:15]=3)[N:10]([C:18](=[O:23])[C:19]([F:22])([F:21])[F:20])[CH2:9]2)[CH2:5]1)(=[O:3])[CH3:2].C(=O)([O-])[O-].[Cs+].[Cs+].I[CH2:31][CH3:32].C(OCC)(=O)C. Given the product [C:1]([N:4]1[CH2:8][CH2:7][C:6]2([C:16]3[C:11](=[CH:12][CH:13]=[C:14]([O:17][CH2:31][CH3:32])[CH:15]=3)[N:10]([C:18](=[O:23])[C:19]([F:21])([F:22])[F:20])[CH2:9]2)[CH2:5]1)(=[O:3])[CH3:2], predict the reactants needed to synthesize it. (2) Given the product [C:1]1([CH2:7][O:8][C:9]2[CH:10]=[C:11]3[C:15](=[CH:16][CH:17]=2)[N:14]([C:24]([O:26][C:27]([CH3:30])([CH3:29])[CH3:28])=[O:23])[C:13]([C:18]([O:20][CH2:21][CH3:22])=[O:19])=[CH:12]3)[CH:6]=[CH:5][CH:4]=[CH:3][CH:2]=1, predict the reactants needed to synthesize it. The reactants are: [C:1]1([CH2:7][O:8][C:9]2[CH:10]=[C:11]3[C:15](=[CH:16][CH:17]=2)[NH:14][C:13]([C:18]([O:20][CH2:21][CH3:22])=[O:19])=[CH:12]3)[CH:6]=[CH:5][CH:4]=[CH:3][CH:2]=1.[O:23](C(OC(C)(C)C)=O)[C:24]([O:26][C:27]([CH3:30])([CH3:29])[CH3:28])=O. (3) The reactants are: [F:1][CH:2]([F:34])[C:3]1[CH:12]=[C:11]2[C:6]([CH2:7][CH2:8][CH2:9][N:10]2[C:13]2[C:17]3[CH2:18][NH:19][CH2:20][CH2:21][C:16]=3[N:15]([CH:22]3[CH2:27][CH2:26][O:25][CH2:24][CH2:23]3)[N:14]=2)=[CH:5][C:4]=1[C:28]1[S:29][C:30]([CH3:33])=[CH:31][CH:32]=1.[CH3:35][NH:36][C:37](N1C=CN=C1)=[O:38]. Given the product [F:34][CH:2]([F:1])[C:3]1[CH:12]=[C:11]2[C:6]([CH2:7][CH2:8][CH2:9][N:10]2[C:13]2[C:17]3[CH2:18][N:19]([C:37]([NH:36][CH3:35])=[O:38])[CH2:20][CH2:21][C:16]=3[N:15]([CH:22]3[CH2:27][CH2:26][O:25][CH2:24][CH2:23]3)[N:14]=2)=[CH:5][C:4]=1[C:28]1[S:29][C:30]([CH3:33])=[CH:31][CH:32]=1, predict the reactants needed to synthesize it. (4) Given the product [CH3:1][O:2][C:3](=[O:21])[C:4]1[CH:5]=[CH:6][C:7]([C:10](=[O:20])[CH2:11][C:12]2[CH:17]=[CH:16][C:15]([S:24]([CH3:28])(=[O:26])=[O:23])=[CH:14][CH:13]=2)=[CH:8][CH:9]=1, predict the reactants needed to synthesize it. The reactants are: [CH3:1][O:2][C:3](=[O:21])[C:4]1[CH:9]=[CH:8][C:7]([C:10](=[O:20])[CH2:11][C:12]2[CH:17]=[CH:16][C:15](SC)=[CH:14][CH:13]=2)=[CH:6][CH:5]=1.O[O:23][S:24]([O-:26])=O.[K+].[CH3:28]O. (5) Given the product [F:1][C:2]1[CH:7]=[CH:6][C:5]([C:8]2[N:9]=[CH:10][N:11]([CH:19]3[CH2:23][CH2:22][NH:21][CH2:20]3)[C:12]=2[C:13]2[CH:18]=[CH:17][N:16]=[CH:15][N:14]=2)=[CH:4][CH:3]=1, predict the reactants needed to synthesize it. The reactants are: [F:1][C:2]1[CH:7]=[CH:6][C:5]([C:8]2[N:9]=[CH:10][N:11]([CH:19]3[CH2:23][CH2:22][N:21](C(OC(C)(C)C)=O)[CH2:20]3)[C:12]=2[C:13]2[CH:18]=[CH:17][N:16]=[CH:15][N:14]=2)=[CH:4][CH:3]=1.NC1N=C(C2N(C3CCN(C(OC(C)(C)C)=O)C3)C=NC=2C2C=CC(F)=CC=2)C=CN=1.C(O)(=O)C.C(N)=N.FC1C=CC(C2N=CN(C3CCNC3)C=2C2C=CN=C(N)N=2)=CC=1. (6) Given the product [C:11](=[O:12])([O:13][C:14]1[CH:15]=[CH:16][C:17]([N+:20]([O-:22])=[O:21])=[CH:18][CH:19]=1)[O:8][CH2:7][C@@H:5]1[CH2:4][O:3][C:2]([CH3:9])([CH3:1])[O:6]1, predict the reactants needed to synthesize it. The reactants are: [CH3:1][C:2]1([CH3:9])[O:6][C@@H:5]([CH2:7][OH:8])[CH2:4][O:3]1.Cl[C:11]([O:13][C:14]1[CH:19]=[CH:18][C:17]([N+:20]([O-:22])=[O:21])=[CH:16][CH:15]=1)=[O:12].